From a dataset of Merck oncology drug combination screen with 23,052 pairs across 39 cell lines. Regression. Given two drug SMILES strings and cell line genomic features, predict the synergy score measuring deviation from expected non-interaction effect. Drug 1: COc1cccc2c1C(=O)c1c(O)c3c(c(O)c1C2=O)CC(O)(C(=O)CO)CC3OC1CC(N)C(O)C(C)O1. Drug 2: Cn1cc(-c2cnn3c(N)c(Br)c(C4CCCNC4)nc23)cn1. Cell line: PA1. Synergy scores: synergy=-14.7.